Dataset: Oral bioavailability binary classification data from Ma et al.. Task: Regression/Classification. Given a drug SMILES string, predict its absorption, distribution, metabolism, or excretion properties. Task type varies by dataset: regression for continuous measurements (e.g., permeability, clearance, half-life) or binary classification for categorical outcomes (e.g., BBB penetration, CYP inhibition). Dataset: bioavailability_ma. (1) The molecule is COc1cc(Cc2cnc(N)nc2N)cc(OC)c1OC. The result is 1 (high bioavailability). (2) The compound is O=C1CN=C(c2ccccc2)c2cc([N+](=O)[O-])ccc2N1. The result is 1 (high bioavailability). (3) The drug is CS(=O)(=O)OCCCCOS(C)(=O)=O. The result is 1 (high bioavailability). (4) The drug is CO/N=C(\C(=O)N[C@@H]1C(=O)N2C(C(=O)O)=C(CSc3nc(=O)c(=O)[nH]n3C)CS[C@H]12)c1csc(N)n1. The result is 0 (low bioavailability). (5) The result is 1 (high bioavailability). The molecule is CN1c2ccccc2C(NCCCCCCC(=O)O)c2ccc(Cl)cc2S1(=O)=O. (6) The molecule is CC(C)(S)[C@@H](N)C(=O)O. The result is 1 (high bioavailability). (7) The drug is NC(=O)c1ncn([C@@H]2O[C@H](CO)[C@@H](O)[C@H]2O)n1. The result is 1 (high bioavailability). (8) The drug is CN1CCN(C2=Nc3cc(Cl)ccc3Nc3ccccc32)CC1. The result is 1 (high bioavailability). (9) The drug is OCCN(CCO)c1nc(N2CCCCC2)c2nc(N(CCO)CCO)nc(N3CCCCC3)c2n1. The result is 1 (high bioavailability). (10) The compound is C=CCc1ccccc1OCC(O)CNC(C)C. The result is 0 (low bioavailability).